Dataset: Full USPTO retrosynthesis dataset with 1.9M reactions from patents (1976-2016). Task: Predict the reactants needed to synthesize the given product. (1) Given the product [Cl:32][C:28]1[CH:29]=[CH:30][CH:31]=[C:26]([Cl:25])[C:27]=1[C:33]1[C:37]([CH2:38][O:39][C:40]2[CH:41]=[CH:42][C:43]([C:8]3[CH:7]=[C:6]4[C:11]([C:2](=[O:1])[CH:3]=[C:4]([C:20]([O:22][CH2:23][CH3:24])=[O:21])[O:5]4)=[CH:10][CH:9]=3)=[CH:44][CH:45]=2)=[C:36]([CH:55]([CH3:57])[CH3:56])[O:35][N:34]=1, predict the reactants needed to synthesize it. The reactants are: [O:1]=[C:2]1[C:11]2[C:6](=[CH:7][C:8](OS(C(F)(F)F)(=O)=O)=[CH:9][CH:10]=2)[O:5][C:4]([C:20]([O:22][CH2:23][CH3:24])=[O:21])=[CH:3]1.[Cl:25][C:26]1[CH:31]=[CH:30][CH:29]=[C:28]([Cl:32])[C:27]=1[C:33]1[C:37]([CH2:38][O:39][C:40]2[CH:45]=[CH:44][C:43](B3OC(C)(C)C(C)(C)O3)=[CH:42][CH:41]=2)=[C:36]([CH:55]([CH3:57])[CH3:56])[O:35][N:34]=1.P([O-])([O-])([O-])=O.[K+].[K+].[K+].C(OCC)(=O)C. (2) Given the product [CH3:12][O:11][C:7]1[CH:6]=[C:5]([C:3](=[O:4])[CH2:2][CH2:17][O:14][CH:13]=[O:15])[CH:10]=[CH:9][CH:8]=1, predict the reactants needed to synthesize it. The reactants are: Br[CH2:2][C:3]([C:5]1[CH:10]=[CH:9][CH:8]=[C:7]([O:11][CH3:12])[CH:6]=1)=[O:4].[CH:13]([O-:15])=[O:14].[Na+].[CH3:17]N(C=O)C. (3) The reactants are: Br[CH2:2][C:3]1[C:8]([I:9])=[CH:7][N:6]=[C:5]([Cl:10])[CH:4]=1.BrC1C=C(C[N:20]([C:24]2[CH:29]=[CH:28][C:27]([Cl:30])=[CH:26][C:25]=2[CH:31]=[CH2:32])[C:21](=[O:23])[CH3:22])C(Cl)=NC=1.ClC1C(CN(C2C=CC=CC=2C=C)C(=O)C)=CC(F)=C(Cl)N=1. Given the product [Cl:10][C:5]1[CH:4]=[C:3]([CH2:2][N:20]([C:24]2[CH:29]=[CH:28][C:27]([Cl:30])=[CH:26][C:25]=2[CH:31]=[CH2:32])[C:21](=[O:23])[CH3:22])[C:8]([I:9])=[CH:7][N:6]=1, predict the reactants needed to synthesize it.